From a dataset of Catalyst prediction with 721,799 reactions and 888 catalyst types from USPTO. Predict which catalyst facilitates the given reaction. (1) Reactant: [CH3:1][O:2][C:3]1[CH:12]=[C:11]2[C:6]([C:7]([NH:13][C:14]3[CH:19]=[CH:18][CH:17]=[CH:16][CH:15]=3)=[N:8][CH:9]=[N:10]2)=[CH:5][C:4]=1[OH:20].[CH2:21](Br)[CH:22]=[CH2:23]. Product: [CH2:23]([O:20][C:4]1[CH:5]=[C:6]2[C:11](=[CH:12][C:3]=1[O:2][CH3:1])[N:10]=[CH:9][N:8]=[C:7]2[NH:13][C:14]1[CH:19]=[CH:18][CH:17]=[CH:16][CH:15]=1)[CH:22]=[CH2:21]. The catalyst class is: 21. (2) Reactant: Cl.[C:2]1([CH3:10])[CH:7]=[CH:6][C:5]([NH:8]N)=[CH:4][CH:3]=1.[N:11]12[CH2:19][CH2:18][CH:15]([CH2:16][CH2:17]1)[C:14](=O)[CH2:13][CH2:12]2.S(=O)(=O)(O)O. Product: [CH3:10][C:2]1[CH:7]=[CH:6][C:5]2[NH:8][C:14]3[CH:15]4[CH2:18][CH2:19][N:11]([CH2:12][C:13]=3[C:4]=2[CH:3]=1)[CH2:17][CH2:16]4. The catalyst class is: 12. (3) Reactant: [I:1][C:2]1[CH:7]=[CH:6][NH:5][C:4](=[O:8])[CH:3]=1.[C:9]([O-])([O-])=O.[K+].[K+].IC.O. Product: [I:1][C:2]1[CH:7]=[CH:6][N:5]([CH3:9])[C:4](=[O:8])[CH:3]=1. The catalyst class is: 31.